This data is from Peptide-MHC class II binding affinity with 134,281 pairs from IEDB. The task is: Regression. Given a peptide amino acid sequence and an MHC pseudo amino acid sequence, predict their binding affinity value. This is MHC class II binding data. (1) The peptide sequence is LEKLKNKIKRTESGP. The MHC is DRB1_0101 with pseudo-sequence DRB1_0101. The binding affinity (normalized) is 0. (2) The MHC is DRB3_0202 with pseudo-sequence DRB3_0202. The peptide sequence is GELQIVWKIDAAFKI. The binding affinity (normalized) is 0.437. (3) The peptide sequence is LALVGFLGGLITGTS. The MHC is DRB1_1501 with pseudo-sequence DRB1_1501. The binding affinity (normalized) is 0.754. (4) The peptide sequence is KNWMTETLLVQNANPDCKTI. The MHC is DRB1_1201 with pseudo-sequence DRB1_1201. The binding affinity (normalized) is 0.390. (5) The peptide sequence is PPAGTRKIMKVVNRW. The MHC is HLA-DQA10501-DQB10303 with pseudo-sequence HLA-DQA10501-DQB10303. The binding affinity (normalized) is 0.